Predict the product of the given reaction. From a dataset of Forward reaction prediction with 1.9M reactions from USPTO patents (1976-2016). (1) Given the reactants C([O:3][C:4]([C:6]1[C:7](=[O:26])[C:8]2[CH:13]=[N:12][C:11]([S:14][CH3:15])=[N:10][C:9]=2[N:16]([C:18]2[CH:23]=[CH:22][C:21]([CH2:24][CH3:25])=[CH:20][CH:19]=2)[CH:17]=1)=[O:5])C, predict the reaction product. The product is: [CH2:24]([C:21]1[CH:22]=[CH:23][C:18]([N:16]2[C:9]3[N:10]=[C:11]([S:14][CH3:15])[N:12]=[CH:13][C:8]=3[C:7](=[O:26])[C:6]([C:4]([OH:5])=[O:3])=[CH:17]2)=[CH:19][CH:20]=1)[CH3:25]. (2) Given the reactants Cl.[CH3:2][CH:3]1[O:8][CH2:7][CH2:6][NH:5][CH2:4]1.[Cl:9][C:10]1[C:30]([Cl:31])=[CH:29][CH:28]=[CH:27][C:11]=1[CH2:12][N:13]1[C:18]2[N:19]=[C:20](S(C)(=O)=O)[S:21][C:17]=2[C:16](=[O:26])[N:15]=[CH:14]1, predict the reaction product. The product is: [Cl:9][C:10]1[C:30]([Cl:31])=[CH:29][CH:28]=[CH:27][C:11]=1[CH2:12][N:13]1[C:18]2[N:19]=[C:20]([N:5]3[CH2:6][CH2:7][O:8][CH:3]([CH3:2])[CH2:4]3)[S:21][C:17]=2[C:16](=[O:26])[N:15]=[CH:14]1.